From a dataset of Experimentally validated miRNA-target interactions with 360,000+ pairs, plus equal number of negative samples. Binary Classification. Given a miRNA mature sequence and a target amino acid sequence, predict their likelihood of interaction. The miRNA is hsa-miR-513a-3p with sequence UAAAUUUCACCUUUCUGAGAAGG. The protein sequence of the target gene is MATTSTTGSTLLQPLSNAVQLPIDQVNFVVCQLFALLAAIWFRTYLHSSKTSSFIRHVVATLLGLYLALFCFGWYALHFLVQSGISYCIMIIIGVENMHNYCFVFALGYLTVCQVTRVYIFDYGQYSADFSGPMMIITQKITSLACEIHDGMFRKDEELTSSQRDLAVRRMPSLLEYLSYNCNFMGILAGPLCSYKDYITFIEGRSYHITQSGENGKEETQYERTEPSPNTAVVQKLLVCGLSLLFHLTICTTLPVEYNIDEHFQATASWPTKIIYLYISLLAARPKYYFAWTLADAINN.... Result: 1 (interaction).